Dataset: Reaction yield outcomes from USPTO patents with 853,638 reactions. Task: Predict the reaction yield, written as a fraction of the theoretical maximum amount of product (1.0 means a 100% yield; for example, 0.34 means a 34% yield). The reactants are [O:1]1[C:5]2[CH:6]=[CH:7][C:8]([CH2:10][NH:11][CH2:12][CH2:13][CH:14]3[CH2:19][CH2:18][CH2:17][CH2:16][N:15]3[C:20]3[CH:25]=[CH:24][N:23]=[C:22]([N:26]4[CH:30]=[CH:29][N:28]=[CH:27]4)[N:21]=3)=[CH:9][C:4]=2[O:3][CH2:2]1.CCN(C(C)C)C(C)C.[CH3:40][S:41](Cl)(=[O:43])=[O:42]. The product is [O:1]1[C:5]2[CH:6]=[CH:7][C:8]([CH2:10][N:11]([S:41]([CH3:40])(=[O:43])=[O:42])[CH2:12][CH2:13][CH:14]3[CH2:19][CH2:18][CH2:17][CH2:16][N:15]3[C:20]3[CH:25]=[CH:24][N:23]=[C:22]([N:26]4[CH:30]=[CH:29][N:28]=[CH:27]4)[N:21]=3)=[CH:9][C:4]=2[O:3][CH2:2]1. The yield is 0.510. The catalyst is C1COCC1.